Dataset: Full USPTO retrosynthesis dataset with 1.9M reactions from patents (1976-2016). Task: Predict the reactants needed to synthesize the given product. (1) Given the product [CH3:36][C:31]1[N:32]=[N:33][N:34]([CH3:35])[C:30]=1[C:27]1[CH:28]=[N:29][C:8]2[C:7]3[CH:6]=[CH:5][C:4]([NH:1][C:2](=[O:3])[O:41][CH2:40][CH2:39][C:38]([F:43])([F:42])[F:37])=[CH:12][C:11]=3[N:10]([CH2:13][C:14]3[CH:15]=[C:16]([CH:44]4[CH2:56][CH2:55][O:54][CH2:53][CH2:52]4)[CH:17]=[CH:18][CH:19]=3)[C:9]=2[CH:26]=1, predict the reactants needed to synthesize it. The reactants are: [N:1]([C:4]1[CH:5]=[CH:6][C:7]2[C:8]3[N:29]=[CH:28][C:27]([C:30]4[N:34]([CH3:35])[N:33]=[N:32][C:31]=4[CH3:36])=[CH:26][C:9]=3[N:10]([C@@H:13](C3CCOCC3)[C:14]3[CH:19]=[CH:18][CH:17]=[CH:16][CH:15]=3)[C:11]=2[CH:12]=1)=[C:2]=[O:3].[F:37][C:38]([F:43])([F:42])[CH2:39][CH2:40][OH:41].[C:44](O)(C(F)(F)F)=O.O1[CH2:56][CH2:55][O:54][CH2:53][CH2:52]1. (2) Given the product [F:19][C@H:20]1[C@@H:25]([O:26][C:27]2[CH:34]=[CH:33][C:32]([C:2]3[N:3]=[C:4]([NH:8][C:9]4[CH:14]=[CH:13][N:12]=[C:11]([C:15]([OH:18])([CH3:17])[CH3:16])[CH:10]=4)[N:5]=[CH:6][N:7]=3)=[CH:31][C:28]=2[C:29]#[N:30])[CH2:24][CH2:23][N:22]([C:44](=[O:47])[CH2:45][OH:46])[CH2:21]1, predict the reactants needed to synthesize it. The reactants are: Cl[C:2]1[N:7]=[CH:6][N:5]=[C:4]([NH:8][C:9]2[CH:14]=[CH:13][N:12]=[C:11]([C:15]([OH:18])([CH3:17])[CH3:16])[CH:10]=2)[N:3]=1.[F:19][C@H:20]1[C@@H:25]([O:26][C:27]2[CH:34]=[CH:33][C:32](B3OC(C)(C)C(C)(C)O3)=[CH:31][C:28]=2[C:29]#[N:30])[CH2:24][CH2:23][N:22]([C:44](=[O:47])[CH2:45][OH:46])[CH2:21]1.C(=O)([O-])[O-].[Na+].[Na+]. (3) Given the product [C:1]([O:5][C:6](=[O:15])[C:7]1[C:12]([F:13])=[CH:11][N:10]=[CH:9][C:8]=1[CH:24]1[CH2:26][CH2:25]1)([CH3:4])([CH3:3])[CH3:2], predict the reactants needed to synthesize it. The reactants are: [C:1]([O:5][C:6](=[O:15])[C:7]1[C:12]([F:13])=[CH:11][N:10]=[CH:9][C:8]=1Br)([CH3:4])([CH3:3])[CH3:2].[O-]P([O-])([O-])=O.[K+].[K+].[K+].[CH:24]1(B(O)O)[CH2:26][CH2:25]1. (4) Given the product [Cl:1][CH2:2][C:3]1[N:12]=[C:11]([N:23]([C:18]2[CH:17]=[CH:22][C:21]([O:30][CH3:31])=[CH:20][CH:19]=2)[CH3:26])[C:10]2[C:5](=[CH:6][CH:7]=[CH:8][CH:9]=2)[N:4]=1, predict the reactants needed to synthesize it. The reactants are: [Cl:1][CH2:2][C:3]1[NH:12][C:11](=O)[C:10]2[C:5](=[CH:6][CH:7]=[CH:8][CH:9]=2)[N:4]=1.COC(=O)[C:17]1[CH:22]=[CH:21][CH:20]=[CH:19][C:18]=1[NH2:23].Cl[CH2:26]C#N.Cl.[O:30]1CCOC[CH2:31]1.